Dataset: Forward reaction prediction with 1.9M reactions from USPTO patents (1976-2016). Task: Predict the product of the given reaction. (1) Given the reactants Br[C:2]1[N:7]=[CH:6][C:5]([C:8]([N:10]2[CH2:15][CH2:14][N:13]([C:16]3[C:21]([CH3:22])=[CH:20][C:19]([CH:23]4[CH2:25][CH2:24]4)=[CH:18][N:17]=3)[CH2:12][CH2:11]2)=[O:9])=[CH:4][CH:3]=1.[CH3:26][N:27]1[C:31](=[O:32])[C:30]([CH3:34])([CH3:33])[NH:29][C:28]1=[O:35], predict the reaction product. The product is: [CH:23]1([C:19]2[CH:20]=[C:21]([CH3:22])[C:16]([N:13]3[CH2:14][CH2:15][N:10]([C:8]([C:5]4[CH:4]=[CH:3][C:2]([N:29]5[C:30]([CH3:34])([CH3:33])[C:31](=[O:32])[N:27]([CH3:26])[C:28]5=[O:35])=[N:7][CH:6]=4)=[O:9])[CH2:11][CH2:12]3)=[N:17][CH:18]=2)[CH2:25][CH2:24]1. (2) Given the reactants [NH2:1][CH2:2][CH2:3][CH2:4][CH2:5][CH2:6][NH2:7].[C:8](N)(=[O:15])[C:9]1[CH:14]=[CH:13][CH:12]=[CH:11][CH:10]=1, predict the reaction product. The product is: [NH2:1][CH2:2][CH2:3][CH2:4][CH2:5][CH2:6][NH:7][C:8](=[O:15])[C:9]1[CH:14]=[CH:13][CH:12]=[CH:11][CH:10]=1. (3) Given the reactants Cl.[Cl:2][C:3]1[CH:4]=[C:5]([CH:9]=[CH:10][CH:11]=1)[C:6]([NH2:8])=[NH:7].I[C:13]1[C:14]2[C:19]([C:20]3[CH:21]=[CH:22][CH:23]=[CH:24][C:25]=3[CH:26]=1)=[CH:18][CH:17]=[CH:16][CH:15]=2.C(=O)([O-])[O-].[Cs+].[Cs+].CN(C)CCN, predict the reaction product. The product is: [CH:15]1[C:14]2[CH:13]=[C:26]([NH:7][C:6](=[NH:8])[C:5]3[CH:9]=[CH:10][CH:11]=[C:3]([Cl:2])[CH:4]=3)[C:25]3[C:20](=[CH:21][CH:22]=[CH:23][CH:24]=3)[C:19]=2[CH:18]=[CH:17][CH:16]=1. (4) The product is: [Cl:1][C:2]1[CH:3]=[CH:4][C:5]2[N:6]([C:8]([C:21]#[C:20][C:22]3[CH:27]=[CH:26][CH:25]=[C:24]([C:28]([F:29])([F:30])[F:31])[CH:23]=3)=[C:9]([CH2:11][S:12][CH2:13][C:14]([O:16][CH2:17][CH3:18])=[O:15])[N:10]=2)[CH:7]=1. Given the reactants [Cl:1][C:2]1[CH:3]=[CH:4][C:5]2[N:6]([C:8](I)=[C:9]([CH2:11][S:12][CH2:13][C:14]([O:16][CH2:17][CH3:18])=[O:15])[N:10]=2)[CH:7]=1.[C:20]([C:22]1[CH:27]=[CH:26][CH:25]=[C:24]([C:28]([F:31])([F:30])[F:29])[CH:23]=1)#[CH:21].C(N(CC)CC)C, predict the reaction product. (5) Given the reactants [CH3:1][S:2]([C:5]1[CH:10]=[CH:9][C:8](/[C:11](/[C:18]2[NH:26][C:21]3=[N:22][CH:23]=[CH:24][CH:25]=[C:20]3[CH:19]=2)=[CH:12]/[CH:13]2[CH2:17][CH2:16][CH2:15][O:14]2)=[CH:7][CH:6]=1)(=[O:4])=[O:3], predict the reaction product. The product is: [CH3:1][S:2]([C:5]1[CH:6]=[CH:7][C:8]([CH:11]([C:18]2[NH:26][C:21]3=[N:22][CH:23]=[CH:24][CH:25]=[C:20]3[CH:19]=2)[CH2:12][CH:13]2[CH2:17][CH2:16][CH2:15][O:14]2)=[CH:9][CH:10]=1)(=[O:3])=[O:4]. (6) Given the reactants FC1C=CC=C(F)C=1C(NC1C=CC=C(C2C(C3C=CN=C(NC4C=CC(OC[C@@H]5CCCN5C)=C(F)C=4)N=3)=C3C=CC=CN3N=2)C=1)=O.[F:49][C:50]1[CH:55]=[C:54]([N+:56]([O-])=O)[CH:53]=[CH:52][C:51]=1[O:59][CH2:60][CH2:61][CH2:62][N:63]([CH3:65])[CH3:64], predict the reaction product. The product is: [CH3:65][N:63]([CH3:64])[CH2:62][CH2:61][CH2:60][O:59][C:51]1[CH:52]=[CH:53][C:54]([NH2:56])=[CH:55][C:50]=1[F:49]. (7) Given the reactants C(OC([N:8]1[CH2:14][C@@H:13]2[CH2:15][C@H:9]1[CH2:10][NH:11][CH2:12]2)=O)(C)(C)C.C(N(CC)CC)C.Cl[C:24]([O:26][CH3:27])=[O:25], predict the reaction product. The product is: [CH3:27][O:26][C:24]([N:11]1[CH2:10][C@@H:9]2[CH2:15][C@@H:13]([CH2:14][NH:8]2)[CH2:12]1)=[O:25].